This data is from Full USPTO retrosynthesis dataset with 1.9M reactions from patents (1976-2016). The task is: Predict the reactants needed to synthesize the given product. (1) Given the product [OH:3][C:4]([CH3:24])([CH3:23])[CH2:5][CH2:6][CH2:7][CH:8]([C:10]1[S:14][C:13]([NH:15][C:16](=[O:22])[C@@H:17]([NH:21][CH:28]([CH2:29][CH2:30][CH3:31])[CH2:27][CH2:26][CH3:25])[CH2:18][CH2:19][CH3:20])=[N:12][CH:11]=1)[CH3:9], predict the reactants needed to synthesize it. The reactants are: Cl.C[O:3][C:4]([CH3:24])([CH3:23])[CH2:5][CH2:6][CH2:7][CH:8]([C:10]1[S:14][C:13]([NH:15][C:16](=[O:22])[C@@H:17]([NH2:21])[CH2:18][CH2:19][CH3:20])=[N:12][CH:11]=1)[CH3:9].[CH3:25][CH2:26][C:27](=O)[CH2:28][CH2:29][CH2:30][CH3:31].S([O-])([O-])(=O)=O.[Na+].[Na+].C([BH3-])#N.[Na+]. (2) Given the product [O-:29][N+:20]1[CH:21]=[CH:22][CH:23]=[CH:24][C:25]=1[C:13]([N:4]1[CH2:3][CH2:2][C:7]2([CH2:8][CH2:9][NH:10][CH2:11][CH2:12]2)[CH2:6][CH2:5]1)=[O:15], predict the reactants needed to synthesize it. The reactants are: Cl.[CH2:2]1[C:7]2([CH2:12][CH2:11][NH:10][CH2:9][CH2:8]2)[CH2:6][CH2:5][N:4]([C:13]([O:15]C(C)(C)C)=O)[CH2:3]1.[N+:20]1([O-:29])[C:21](C(O)=O)=[CH:22][CH:23]=[CH:24][CH:25]=1. (3) Given the product [CH:30]([C:29]1[CH:28]=[CH:27][CH:26]=[C:25]([CH:33]([CH3:35])[CH3:34])[C:24]=1[N:6]1[C:5](=[O:36])[C:4]2[CH:3]=[C:2]([Br:1])[C:14]3[O:15][C:16]4[C:21]([C:11]5[C:12]=3[C:13]=2[C:8](=[CH:9][C:10]=5[O:43][C:37]2[CH:42]=[CH:41][CH:40]=[CH:39][CH:38]=2)[C:7]1=[O:23])=[CH:20][CH:19]=[CH:18][CH:17]=4)([CH3:32])[CH3:31], predict the reactants needed to synthesize it. The reactants are: [Br:1][C:2]1[C:14]2[O:15][C:16]3[C:21]([C:11]4[C:12]=2[C:13]2[C:8](=[CH:9][C:10]=4Br)[C:7](=[O:23])[N:6]([C:24]4[C:29]([CH:30]([CH3:32])[CH3:31])=[CH:28][CH:27]=[CH:26][C:25]=4[CH:33]([CH3:35])[CH3:34])[C:5](=[O:36])[C:4]=2[CH:3]=1)=[CH:20][CH:19]=[CH:18][CH:17]=3.[C:37]1([OH:43])[CH:42]=[CH:41][CH:40]=[CH:39][CH:38]=1.C([O-])([O-])=O.[K+].[K+].Cl. (4) Given the product [CH2:8]([O:15][C:16]1[CH:24]=[C:23]([C:25]([F:28])([F:27])[F:26])[CH:22]=[C:21]([O:29][CH3:30])[C:17]=1[C:18]([OH:2])=[O:19])[C:9]1[CH:14]=[CH:13][CH:12]=[CH:11][CH:10]=1, predict the reactants needed to synthesize it. The reactants are: N(OS(=O)(=O)O)=[O:2].[CH2:8]([O:15][C:16]1[CH:24]=[C:23]([C:25]([F:28])([F:27])[F:26])[CH:22]=[C:21]([O:29][CH3:30])[C:17]=1[C:18](N)=[O:19])[C:9]1[CH:14]=[CH:13][CH:12]=[CH:11][CH:10]=1. (5) The reactants are: [CH3:1][O:2][C:3]1[CH:26]=[CH:25][C:6]2[NH:7][C:8]([C:10]3[C:22]4[C:21]5[C:16](=[CH:17][CH:18]=[CH:19][CH:20]=5)[C:15](=[N:23]O)[C:14]=4[CH:13]=[CH:12][CH:11]=3)=[N:9][C:5]=2[CH:4]=1.[C:27]([OH:30])(=O)[CH3:28].[CH2:31](O)C. Given the product [CH:3]([O:30][CH:27]([CH3:28])[CH3:31])([CH3:26])[CH3:4].[CH3:1][O:2][C:3]1[CH:26]=[CH:25][C:6]2[NH:7][C:8]([C:10]3[C:22]4[C:21]5[C:16](=[CH:17][CH:18]=[CH:19][CH:20]=5)[CH:15]([NH2:23])[C:14]=4[CH:13]=[CH:12][CH:11]=3)=[N:9][C:5]=2[CH:4]=1, predict the reactants needed to synthesize it. (6) Given the product [CH:1]1([N:6]2[CH2:7][CH2:8][N:9]([C:12]([C:14]3[CH:15]=[C:16]4[C:20](=[CH:21][CH:22]=3)[N:19]([C:39]3[CH:40]=[C:35]([CH:36]=[CH:37][CH:38]=3)[C:33]#[N:34])[C:18]([C:23]([N:25]3[CH2:26][CH2:27][C:28]([F:31])([F:32])[CH2:29][CH2:30]3)=[O:24])=[CH:17]4)=[O:13])[CH2:10][CH2:11]2)[CH2:5][CH2:4][CH2:3][CH2:2]1, predict the reactants needed to synthesize it. The reactants are: [CH:1]1([N:6]2[CH2:11][CH2:10][N:9]([C:12]([C:14]3[CH:15]=[C:16]4[C:20](=[CH:21][CH:22]=3)[NH:19][C:18]([C:23]([N:25]3[CH2:30][CH2:29][C:28]([F:32])([F:31])[CH2:27][CH2:26]3)=[O:24])=[CH:17]4)=[O:13])[CH2:8][CH2:7]2)[CH2:5][CH2:4][CH2:3][CH2:2]1.[C:33]([C:35]1[CH:36]=[C:37](B(O)O)[CH:38]=[CH:39][CH:40]=1)#[N:34].N1C=CC=CC=1. (7) Given the product [S:4]1[C:12]2[CH:11]=[CH:10][N:9]=[C:8]([N:13]3[CH2:18][CH2:17][N:16]([CH2:19][CH2:20][C@H:21]4[CH2:26][CH2:25][C@H:24]([NH:27][C:34]([CH:31]5[CH2:32][CH2:33][O:28][CH2:29][CH2:30]5)=[O:35])[CH2:23][CH2:22]4)[CH2:15][CH2:14]3)[C:7]=2[CH:6]=[CH:5]1, predict the reactants needed to synthesize it. The reactants are: Cl.Cl.Cl.[S:4]1[C:12]2[CH:11]=[CH:10][N:9]=[C:8]([N:13]3[CH2:18][CH2:17][N:16]([CH2:19][CH2:20][C@H:21]4[CH2:26][CH2:25][C@H:24]([NH2:27])[CH2:23][CH2:22]4)[CH2:15][CH2:14]3)[C:7]=2[CH:6]=[CH:5]1.[O:28]1[CH2:33][CH2:32][CH:31]([C:34](O)=[O:35])[CH2:30][CH2:29]1. (8) Given the product [Br:1][C:2]1[CH:7]=[CH:6][C:5]([C:8](=[N:22][O:23][CH2:24][CH3:25])[CH:9]2[CH2:10][CH2:11][N:12]([C:15]3([CH3:21])[CH2:20][CH2:19][N:18]([C:41]([C:28]4[CH:29]=[N:30][C:31]5[C:36]([C:27]=4[OH:26])=[CH:35][CH:34]=[CH:33][C:32]=5[C:37]([F:40])([F:38])[F:39])=[O:42])[CH2:17][CH2:16]3)[CH2:13][CH2:14]2)=[CH:4][CH:3]=1, predict the reactants needed to synthesize it. The reactants are: [Br:1][C:2]1[CH:7]=[CH:6][C:5]([C:8](=[N:22][O:23][CH2:24][CH3:25])[CH:9]2[CH2:14][CH2:13][N:12]([C:15]3([CH3:21])[CH2:20][CH2:19][NH:18][CH2:17][CH2:16]3)[CH2:11][CH2:10]2)=[CH:4][CH:3]=1.[OH:26][C:27]1[C:36]2[C:31](=[C:32]([C:37]([F:40])([F:39])[F:38])[CH:33]=[CH:34][CH:35]=2)[N:30]=[CH:29][C:28]=1[C:41](O)=[O:42].CCN(CC)CC.CN(C(ON1N=NC2C=CC=NC1=2)=[N+](C)C)C.F[P-](F)(F)(F)(F)F. (9) Given the product [O:13]1[CH2:14][CH2:15][CH:10]([CH2:9][O:8][C:6]2[CH:7]=[C:2]([OH:16])[CH:3]=[N:4][CH:5]=2)[CH2:11][CH2:12]1, predict the reactants needed to synthesize it. The reactants are: Br[C:2]1[CH:3]=[N:4][CH:5]=[C:6]([O:8][CH2:9][CH:10]2[CH2:15][CH2:14][O:13][CH2:12][CH2:11]2)[CH:7]=1.[OH-:16].[Na+].O.